Dataset: Full USPTO retrosynthesis dataset with 1.9M reactions from patents (1976-2016). Task: Predict the reactants needed to synthesize the given product. (1) Given the product [NH2:23][C:18]1[CH:19]=[CH:20][C:21]([CH3:22])=[C:16]([CH:17]=1)[O:15][C:13]1[CH:12]=[CH:11][C:10]2[N:9]([N:8]=[C:7]([NH:6][C:4]([CH:1]3[CH2:3][CH2:2]3)=[O:5])[N:31]=2)[CH:14]=1, predict the reactants needed to synthesize it. The reactants are: [CH:1]1([C:4]([NH:6][C:7]2[N:31]=[C:10]3[CH:11]=[CH:12][C:13]([O:15][C:16]4[CH:17]=[C:18]([NH:23]C(=O)OC(C)(C)C)[CH:19]=[CH:20][C:21]=4[CH3:22])=[CH:14][N:9]3[N:8]=2)=[O:5])[CH2:3][CH2:2]1.FC(F)(F)C(O)=O. (2) Given the product [CH2:10]([C:2]1[S:6][C:5]([CH:7]=[O:8])=[CH:4][CH:3]=1)[C:11]1[CH:16]=[CH:15][CH:14]=[CH:13][CH:12]=1, predict the reactants needed to synthesize it. The reactants are: Br[C:2]1[S:6][C:5]([CH:7]=[O:8])=[CH:4][CH:3]=1.[Br-].[CH2:10]([Zn+])[C:11]1[CH:16]=[CH:15][CH:14]=[CH:13][CH:12]=1.